Task: Predict the reaction yield, written as a fraction of the theoretical maximum amount of product (1.0 means a 100% yield; for example, 0.34 means a 34% yield).. Dataset: Reaction yield outcomes from USPTO patents with 853,638 reactions (1) The reactants are [N:1]1([C:6]2[CH:13]=[CH:12][C:9]([CH:10]=O)=[CH:8][C:7]=2[C:14]2[S:15][CH:16]=[CH:17][CH:18]=2)[CH2:5][CH2:4][CH2:3][CH2:2]1.[C:19]([C:22]1[CH:30]=[CH:29][C:25]([C:26]([OH:28])=[O:27])=[CH:24][CH:23]=1)(=[O:21])[CH3:20].[OH-].[Na+]. The catalyst is CN(C)C=O.O. The product is [N:1]1([C:6]2[CH:13]=[CH:12][C:9](/[CH:10]=[CH:20]/[C:19]([C:22]3[CH:30]=[CH:29][C:25]([C:26]([OH:28])=[O:27])=[CH:24][CH:23]=3)=[O:21])=[CH:8][C:7]=2[C:14]2[S:15][CH:16]=[CH:17][CH:18]=2)[CH2:5][CH2:4][CH2:3][CH2:2]1. The yield is 0.130. (2) The reactants are [CH:1]([O:4][C:5]([N:7]1[CH2:12][CH2:11][CH:10]([O:13][C:14]2[C:19]([O:20][CH3:21])=[C:18](Cl)[N:17]=[CH:16][N:15]=2)[CH2:9][CH2:8]1)=[O:6])([CH3:3])[CH3:2].[Br:23][C:24]1[N:29]=[C:28]([CH3:30])[C:27]([NH2:31])=[CH:26][CH:25]=1.C(P(C(C)(C)C)C1C=CC=CC=1C1C=CC=CC=1)(C)(C)C.[Li]N([Si](C)(C)C)[Si](C)(C)C. The catalyst is O1CCOCC1.C([O-])(=O)C.[Pd+2].C([O-])(=O)C. The product is [CH:1]([O:4][C:5]([N:7]1[CH2:12][CH2:11][CH:10]([O:13][C:14]2[C:19]([O:20][CH3:21])=[C:18]([NH:31][C:27]3[C:28]([CH3:30])=[N:29][C:24]([Br:23])=[CH:25][CH:26]=3)[N:17]=[CH:16][N:15]=2)[CH2:9][CH2:8]1)=[O:6])([CH3:3])[CH3:2]. The yield is 0.440. (3) The reactants are [F:1][C:2]1[CH:7]=[CH:6][C:5]([N:8]2[CH2:17][C:16]3[C:11](=[N:12][C:13]([S:18][CH3:19])=[N:14][CH:15]=3)[N:10]([CH3:20])[C:9]2=[O:21])=[CH:4][C:3]=1[N+:22]([O-])=O. The catalyst is CO.[Pd]. The product is [NH2:22][C:3]1[CH:4]=[C:5]([N:8]2[CH2:17][C:16]3[C:11](=[N:12][C:13]([S:18][CH3:19])=[N:14][CH:15]=3)[N:10]([CH3:20])[C:9]2=[O:21])[CH:6]=[CH:7][C:2]=1[F:1]. The yield is 0.660. (4) The reactants are [CH2:1]([NH:8][CH2:9][C:10]1[CH:15]=[CH:14][CH:13]=[CH:12][CH:11]=1)[C:2]1[CH:7]=[CH:6][CH:5]=[CH:4][CH:3]=1.[CH2:16]([C@H:18]1[O:20][CH2:19]1)[Cl:17]. The catalyst is CC(C)=O. The product is [Cl:17][CH2:16][C@@H:18]([OH:20])[CH2:19][N:8]([CH2:1][C:2]1[CH:7]=[CH:6][CH:5]=[CH:4][CH:3]=1)[CH2:9][C:10]1[CH:15]=[CH:14][CH:13]=[CH:12][CH:11]=1. The yield is 0.940. (5) The reactants are [Br:1][C:2]1[CH:7]=[CH:6][N:5]=[CH:4][CH:3]=1.C([N-]C(C)C)(C)C.[Li+].CN(C)[CH:18]=[O:19]. The catalyst is C1COCC1. The product is [Br:1][C:2]1[CH:7]=[CH:6][N:5]=[CH:4][C:3]=1[CH:18]=[O:19]. The yield is 0.136. (6) The reactants are [H-].[Na+].[C:3]([CH2:5][C:6]([NH2:8])=[O:7])#[N:4].[C:9]([O:13][C:14](=[O:39])[NH:15][C:16]1([C:20]2[CH:25]=[CH:24][C:23]([C:26](=O)/[C:27](/[C:32]3[CH:37]=[CH:36][CH:35]=[CH:34][CH:33]=3)=[CH:28]/N(C)C)=[CH:22][CH:21]=2)[CH2:19][CH2:18][CH2:17]1)([CH3:12])([CH3:11])[CH3:10].CC(OCC1C2C(=CC=CC=2)C(COC(C)=O)=C2C=1C=CC=C2)=O. The catalyst is CN(C=O)C.CO.O. The product is [C:9]([O:13][C:14](=[O:39])[NH:15][C:16]1([C:20]2[CH:21]=[CH:22][C:23]([C:26]3[C:27]([C:32]4[CH:37]=[CH:36][CH:35]=[CH:34][CH:33]=4)=[CH:28][C:5]([C:3]#[N:4])=[C:6]([OH:7])[N:8]=3)=[CH:24][CH:25]=2)[CH2:17][CH2:18][CH2:19]1)([CH3:12])([CH3:10])[CH3:11]. The yield is 0.930.